The task is: Predict the reactants needed to synthesize the given product.. This data is from Full USPTO retrosynthesis dataset with 1.9M reactions from patents (1976-2016). (1) Given the product [C:13]([NH:17][C:18]1[N:2]([CH3:1])[C:3]2[CH:8]=[CH:7][C:6]([N+:9]([O-:11])=[O:10])=[CH:5][C:4]=2[N:12]=1)([CH3:16])([CH3:15])[CH3:14], predict the reactants needed to synthesize it. The reactants are: [CH3:1][NH:2][C:3]1[C:4]([NH2:12])=[CH:5][C:6]([N+:9]([O-:11])=[O:10])=[CH:7][CH:8]=1.[C:13]([N:17]=[C:18]=S)([CH3:16])([CH3:15])[CH3:14]. (2) Given the product [O-:9][N+:20]1[C:21]2[CH:22]=[C:23]([O:27][CH:28]3[CH2:33][CH2:32][N:31]([C:34]([O:36][C:37]([CH3:40])([CH3:39])[CH3:38])=[O:35])[CH2:30][CH2:29]3)[CH:24]=[CH:25][C:26]=2[C:17]2[S:16][C:15]([CH2:12][CH2:13][CH3:14])=[N:41][C:18]=2[CH:19]=1, predict the reactants needed to synthesize it. The reactants are: C1C=C(Cl)C=C(C(OO)=[O:9])C=1.[CH2:12]([C:15]1[S:16][C:17]2[C:26]3[CH:25]=[CH:24][C:23]([O:27][CH:28]4[CH2:33][CH2:32][N:31]([C:34]([O:36][C:37]([CH3:40])([CH3:39])[CH3:38])=[O:35])[CH2:30][CH2:29]4)=[CH:22][C:21]=3[N:20]=[CH:19][C:18]=2[N:41]=1)[CH2:13][CH3:14]. (3) Given the product [C:1]([NH:5][S:6]([C:9]1[O:10][C:11]([C:14]2[N:19]=[C:18]([S:20]([CH3:21])=[O:31])[C:17]([Cl:22])=[CH:16][N:15]=2)=[CH:12][CH:13]=1)(=[O:7])=[O:8])([CH3:4])([CH3:3])[CH3:2], predict the reactants needed to synthesize it. The reactants are: [C:1]([NH:5][S:6]([C:9]1[O:10][C:11]([C:14]2[N:19]=[C:18]([S:20][CH3:21])[C:17]([Cl:22])=[CH:16][N:15]=2)=[CH:12][CH:13]=1)(=[O:8])=[O:7])([CH3:4])([CH3:3])[CH3:2].C1C=C(Cl)C=C(C(OO)=[O:31])C=1. (4) Given the product [F:1][C:2]1[CH:7]=[CH:6][C:5]([C:8]2[C:25]([C:26]([NH:27][CH3:28])=[O:29])=[C:11]3[CH:12]=[C:13]([C:16]4[CH:24]=[CH:23][CH:22]=[C:18]([C:19](=[O:20])[NH:41][C:37]5([C:31]6[CH:36]=[CH:35][CH:34]=[CH:33][CH:32]=6)[CH2:38][CH2:39][CH2:40]5)[CH:17]=4)[CH:14]=[CH:15][N:10]3[N:9]=2)=[CH:4][CH:3]=1, predict the reactants needed to synthesize it. The reactants are: [F:1][C:2]1[CH:7]=[CH:6][C:5]([C:8]2[C:25]([C:26](=[O:29])[NH:27][CH3:28])=[C:11]3[CH:12]=[C:13]([C:16]4[CH:17]=[C:18]([CH:22]=[CH:23][CH:24]=4)[C:19](O)=[O:20])[CH:14]=[CH:15][N:10]3[N:9]=2)=[CH:4][CH:3]=1.Cl.[C:31]1([C:37]2([NH2:41])[CH2:40][CH2:39][CH2:38]2)[CH:36]=[CH:35][CH:34]=[CH:33][CH:32]=1. (5) Given the product [Cl:1][C:2]1[N:7]=[C:6]([C:8]2[S:12][C:11]([CH:13]([CH3:15])[CH3:14])=[N:10][C:9]=2[C:16]2[CH:17]=[C:18]([NH:19][S:28]([C:24]3[S:23][CH:27]=[CH:26][CH:25]=3)(=[O:30])=[O:29])[CH:20]=[CH:21][CH:22]=2)[CH:5]=[CH:4][N:3]=1, predict the reactants needed to synthesize it. The reactants are: [Cl:1][C:2]1[N:7]=[C:6]([C:8]2[S:12][C:11]([CH:13]([CH3:15])[CH3:14])=[N:10][C:9]=2[C:16]2[CH:17]=[C:18]([CH:20]=[CH:21][CH:22]=2)[NH2:19])[CH:5]=[CH:4][N:3]=1.[S:23]1[CH:27]=[CH:26][CH:25]=[C:24]1[S:28](Cl)(=[O:30])=[O:29]. (6) Given the product [Cl:1][C:2]1[CH:3]=[CH:4][C:5]2[N:11]3[C:12]([CH:15]4[CH2:17][CH2:16]4)=[N:13][N:14]=[C:10]3[C@@H:9]([CH2:18][CH2:19][C:20]3[S:52][C:24]([CH2:25][C:26]([O:28][CH2:29][CH3:30])=[O:27])=[CH:23][N:22]=3)[O:8][C@H:7]([C:32]3[CH:37]=[CH:36][CH:35]=[C:34]([O:38][CH3:39])[C:33]=3[O:40][CH3:41])[C:6]=2[CH:42]=1, predict the reactants needed to synthesize it. The reactants are: [Cl:1][C:2]1[CH:3]=[CH:4][C:5]2[N:11]3[C:12]([CH:15]4[CH2:17][CH2:16]4)=[N:13][N:14]=[C:10]3[C@@H:9]([CH2:18][CH2:19][C:20]([NH:22][CH2:23][C:24](=O)[CH2:25][C:26]([O:28][CH2:29][CH3:30])=[O:27])=O)[O:8][C@H:7]([C:32]3[CH:37]=[CH:36][CH:35]=[C:34]([O:38][CH3:39])[C:33]=3[O:40][CH3:41])[C:6]=2[CH:42]=1.COC1C=CC(P2(SP(C3C=CC(OC)=CC=3)(=S)S2)=[S:52])=CC=1.